Dataset: Reaction yield outcomes from USPTO patents with 853,638 reactions. Task: Predict the reaction yield, written as a fraction of the theoretical maximum amount of product (1.0 means a 100% yield; for example, 0.34 means a 34% yield). (1) The reactants are [Cl:1][C:2]1[N:7]=[C:6]([NH:8][CH:9]2[CH2:12][CH2:11][CH2:10]2)[CH:5]=[N:4][CH:3]=1.[CH2:13]([Li])CCC.CI.[Cl-].[NH4+]. The catalyst is C1COCC1. The product is [Cl:1][C:2]1[N:7]=[C:6]([N:8]([CH:9]2[CH2:12][CH2:11][CH2:10]2)[CH3:13])[CH:5]=[N:4][CH:3]=1. The yield is 0.850. (2) The reactants are [C:1]([C:4]1[CH:9]=[CH:8][C:7]([N:10]2[C:15](=[O:16])[C:14]([CH2:17][C:18]3[CH:23]=[CH:22][C:21]([C:24]4[C:25]([C:30]#[N:31])=[CH:26][CH:27]=[CH:28][CH:29]=4)=[CH:20][CH:19]=3)=[C:13]([CH2:32][CH2:33][CH3:34])[N:12]=[C:11]2[CH2:35][CH3:36])=[CH:6][CH:5]=1)(=[O:3])[CH3:2].[CH3:37][Li].[Cl-].[NH4+]. The catalyst is O1CCCC1. The product is [CH2:35]([C:11]1[N:10]([C:7]2[CH:6]=[CH:5][C:4]([C:1]([OH:3])([CH3:37])[CH3:2])=[CH:9][CH:8]=2)[C:15](=[O:16])[C:14]([CH2:17][C:18]2[CH:23]=[CH:22][C:21]([C:24]3[C:25]([C:30]#[N:31])=[CH:26][CH:27]=[CH:28][CH:29]=3)=[CH:20][CH:19]=2)=[C:13]([CH2:32][CH2:33][CH3:34])[N:12]=1)[CH3:36]. The yield is 0.370. (3) The reactants are C[O:2][C:3](=[O:30])[CH2:4][CH2:5][C:6]([CH3:29])=[CH:7][CH2:8][C:9]1[C:10]([O:22][CH2:23][CH2:24][Si:25]([CH3:28])([CH3:27])[CH3:26])=[C:11]2[C:15](=[C:16]([CH3:20])[C:17]=1[O:18][CH3:19])[CH2:14][O:13][C:12]2=[O:21].[OH-].[Na+].Cl. The catalyst is CO.O. The product is [CH3:19][O:18][C:17]1[C:16]([CH3:20])=[C:15]2[C:11]([C:12](=[O:21])[O:13][CH2:14]2)=[C:10]([O:22][CH2:23][CH2:24][Si:25]([CH3:27])([CH3:26])[CH3:28])[C:9]=1[CH2:8][CH:7]=[C:6]([CH3:29])[CH2:5][CH2:4][C:3]([OH:30])=[O:2]. The yield is 0.830. (4) The reactants are [C:1]([C:5]1[CH:6]=[CH:7][C:8]2[O:12][C:11]([C:13]3[CH:18]=[CH:17][C:16]([O:19]C)=[CH:15][CH:14]=3)=[CH:10][C:9]=2[CH:21]=1)([CH3:4])([CH3:3])[CH3:2].Cl.N1C=CC=CC=1. The catalyst is O. The product is [C:1]([C:5]1[CH:6]=[CH:7][C:8]2[O:12][C:11]([C:13]3[CH:14]=[CH:15][C:16]([OH:19])=[CH:17][CH:18]=3)=[CH:10][C:9]=2[CH:21]=1)([CH3:4])([CH3:2])[CH3:3]. The yield is 0.170. (5) The reactants are [OH:1][C:2]1[CH:14]=[C:13]2[C:5]([N:6]3[C:11](=[CH:12]2)[C:10](=[O:15])[NH:9][CH2:8][CH2:7]3)=[N:4][CH:3]=1.O[CH:17]1[CH2:22][CH2:21][N:20]([C:23]([O:25][C:26]([CH3:29])([CH3:28])[CH3:27])=[O:24])[CH2:19][CH2:18]1.C1(P(C2C=CC=CC=2)C2C=CC=CC=2)C=CC=CC=1.CC(OC(/N=N/C(OC(C)(C)C)=O)=O)(C)C. No catalyst specified. The product is [C:26]([O:25][C:23]([N:20]1[CH2:21][CH2:22][CH:17]([O:1][C:2]2[CH:14]=[C:13]3[C:5]([N:6]4[C:11](=[CH:12]3)[C:10](=[O:15])[NH:9][CH2:8][CH2:7]4)=[N:4][CH:3]=2)[CH2:18][CH2:19]1)=[O:24])([CH3:29])([CH3:27])[CH3:28]. The yield is 0.700. (6) The reactants are O[C@@H:2]1[CH2:7][N:6]([C:8](=[O:13])[C:9]([F:12])([F:11])[F:10])[C@H:5]([C:14]([O:16][C:17]([CH3:20])([CH3:19])[CH3:18])=[O:15])[CH2:4][CH2:3]1.N1C(C)=CC=CC=1C.FC(F)(F)S(OS(C(F)(F)F)(=O)=O)(=O)=O.[CH2:44]([O:51][NH2:52])[C:45]1[CH:50]=[CH:49][CH:48]=[CH:47][CH:46]=1. The catalyst is C(#N)C. The product is [CH2:44]([O:51][NH:52][C@H:2]1[CH2:7][N:6]([C:8](=[O:13])[C:9]([F:12])([F:11])[F:10])[C@H:5]([C:14]([O:16][C:17]([CH3:20])([CH3:19])[CH3:18])=[O:15])[CH2:4][CH2:3]1)[C:45]1[CH:50]=[CH:49][CH:48]=[CH:47][CH:46]=1. The yield is 0.850. (7) The catalyst is CN(C=O)C. The product is [Cl:1][C:2]1[N:7]([CH2:20][CH3:21])[C:6](=[O:8])[NH:5][C:4](=[O:9])[C:3]=1[CH:10]([CH3:12])[CH3:11]. The reactants are [Cl:1][C:2]1[NH:7][C:6](=[O:8])[NH:5][C:4](=[O:9])[C:3]=1[CH:10]([CH3:12])[CH3:11].C(=O)([O-])[O-].[K+].[K+].I[CH2:20][CH3:21]. The yield is 0.630. (8) The reactants are [NH:1]1[C:5]2=[CH:6][N:7]=[CH:8][CH:9]=[C:4]2[CH:3]=[CH:2]1.O=[C:11]1[CH2:16][CH2:15][N:14]([C:17]([O:19][C:20]([CH3:23])([CH3:22])[CH3:21])=[O:18])[CH2:13][CH2:12]1.[OH-].[K+]. The catalyst is CO. The product is [NH:1]1[C:5]2=[CH:6][N:7]=[CH:8][CH:9]=[C:4]2[C:3]([C:11]2[CH2:16][CH2:15][N:14]([C:17]([O:19][C:20]([CH3:23])([CH3:22])[CH3:21])=[O:18])[CH2:13][CH:12]=2)=[CH:2]1. The yield is 0.920. (9) The reactants are [CH3:1][O:2][C:3]([C:5]1([C:8]2[CH:13]=[CH:12][C:11]([OH:14])=[C:10]([N+:15]([O-])=O)[CH:9]=2)[CH2:7][CH2:6]1)=[O:4]. The catalyst is CO.[Ni]. The product is [CH3:1][O:2][C:3]([C:5]1([C:8]2[CH:13]=[CH:12][C:11]([OH:14])=[C:10]([NH2:15])[CH:9]=2)[CH2:7][CH2:6]1)=[O:4]. The yield is 0.740.